Predict the product of the given reaction. From a dataset of Forward reaction prediction with 1.9M reactions from USPTO patents (1976-2016). The product is: [Cl:1][C:2]1[CH:7]=[CH:6][CH:5]=[CH:4][C:3]=1[CH2:8][CH2:9][NH:10][CH2:18][CH2:19][S:20][CH2:21][CH2:22][CH2:23][NH:24][CH2:25][C@@H:26]([C:27]1[C:35]2[S:34][C:33](=[O:36])[NH:32][C:31]=2[C:30]([OH:37])=[CH:29][CH:28]=1)[OH:38]. Given the reactants [Cl:1][C:2]1[CH:7]=[CH:6][CH:5]=[CH:4][C:3]=1[CH2:8][CH2:9][N:10]([CH2:18][CH2:19][S:20][CH2:21][CH2:22][CH2:23][NH:24][CH2:25][C@H:26]([OH:38])[C:27]1[C:35]2[S:34][C:33](=[O:36])[NH:32][C:31]=2[C:30]([OH:37])=[CH:29][CH:28]=1)C(=O)OC(C)(C)C.Br, predict the reaction product.